This data is from Full USPTO retrosynthesis dataset with 1.9M reactions from patents (1976-2016). The task is: Predict the reactants needed to synthesize the given product. (1) Given the product [NH2:17][C:13]1[CH:12]=[C:11]([CH:16]=[CH:15][CH:14]=1)[O:10][C:8]1[CH:7]=[CH:6][C:5]2[N:4]([N:3]=[C:2]([NH:1][C:29]([CH:26]3[CH2:28][CH2:27]3)=[O:30])[N:25]=2)[CH:9]=1, predict the reactants needed to synthesize it. The reactants are: [NH2:1][C:2]1[N:25]=[C:5]2[CH:6]=[CH:7][C:8]([O:10][C:11]3[CH:12]=[C:13]([NH:17]C(=O)OC(C)(C)C)[CH:14]=[CH:15][CH:16]=3)=[CH:9][N:4]2[N:3]=1.[CH:26]1([C:29](Cl)=[O:30])[CH2:28][CH2:27]1. (2) The reactants are: Br[C:2]1[CH:3]=[C:4]2[N:10]=[CH:9][N:8]([CH2:11][C:12]3[CH:28]=[CH:27][C:15]4[N:16]=[C:17]([NH:19][C@@H:20]5[CH2:25][CH2:24][CH2:23][CH2:22][C@H:21]5[OH:26])[S:18][C:14]=4[CH:13]=3)[C:5]2=[N:6][CH:7]=1.C([Sn](CCCC)(CCCC)[C:34]([O:36][CH2:37][CH3:38])=[CH2:35])CCC. Given the product [CH2:37]([O:36][C:34]([C:2]1[CH:3]=[C:4]2[N:10]=[CH:9][N:8]([CH2:11][C:12]3[CH:28]=[CH:27][C:15]4[N:16]=[C:17]([NH:19][C@@H:20]5[CH2:25][CH2:24][CH2:23][CH2:22][C@H:21]5[OH:26])[S:18][C:14]=4[CH:13]=3)[C:5]2=[N:6][CH:7]=1)=[CH2:35])[CH3:38], predict the reactants needed to synthesize it. (3) Given the product [Br:8][C:6]1[CH:5]=[N:4][C:3]2[C:9](=[O:11])[N:13]([CH3:12])[C:29]([C:28]3[CH:31]=[CH:32][C:25]([O:24][CH:21]4[CH2:22][CH2:23][N:18]([CH:14]5[CH2:17][CH2:16][CH2:15]5)[CH2:19][CH2:20]4)=[CH:26][C:27]=3[O:33][CH3:34])=[N:1][C:2]=2[CH:7]=1, predict the reactants needed to synthesize it. The reactants are: [NH2:1][C:2]1[C:3]([C:9]([OH:11])=O)=[N:4][CH:5]=[C:6]([Br:8])[CH:7]=1.[CH3:12][NH2:13].[CH:14]1([N:18]2[CH2:23][CH2:22][CH:21]([O:24][C:25]3[CH:32]=[CH:31][C:28]([CH:29]=O)=[C:27]([O:33][CH3:34])[CH:26]=3)[CH2:20][CH2:19]2)[CH2:17][CH2:16][CH2:15]1.